From a dataset of Reaction yield outcomes from USPTO patents with 853,638 reactions. Predict the reaction yield, written as a fraction of the theoretical maximum amount of product (1.0 means a 100% yield; for example, 0.34 means a 34% yield). (1) The reactants are [CH3:1][C:2]1[C:10]2[C:5](=[CH:6][C:7](/[CH:26]=[CH:27]/[C:28]([O:30][CH2:31][CH3:32])=[O:29])=[CH:8][C:9]=2[C:11]([NH:13][CH2:14][C:15]2[C:16](=[O:25])[NH:17][C:18]([CH3:24])=[CH:19][C:20]=2[CH2:21][CH2:22][CH3:23])=[O:12])[N:4]([CH:33]([CH3:35])[CH3:34])[CH:3]=1. The catalyst is C(O)C. The product is [CH3:1][C:2]1[C:10]2[C:5](=[CH:6][C:7]([CH2:26][CH2:27][C:28]([O:30][CH2:31][CH3:32])=[O:29])=[CH:8][C:9]=2[C:11]([NH:13][CH2:14][C:15]2[C:16](=[O:25])[NH:17][C:18]([CH3:24])=[CH:19][C:20]=2[CH2:21][CH2:22][CH3:23])=[O:12])[N:4]([CH:33]([CH3:35])[CH3:34])[CH:3]=1. The yield is 0.581. (2) The reactants are [O:1]1[CH2:5][CH2:4][CH2:3][CH2:2]1.BrC1C=C[C:10]([S:13][C:14]2[CH:19]=[CH:18][CH:17]=[CH:16][CH:15]=2)=[N:11][CH:12]=1.C([Li])CCC.CN(C)C=O. The catalyst is O. The product is [C:14]1([S:13][C:10]2[N:11]=[CH:12][C:4]([CH:5]=[O:1])=[CH:3][CH:2]=2)[CH:19]=[CH:18][CH:17]=[CH:16][CH:15]=1. The yield is 0.320. (3) The reactants are [NH2:1][C:2]1[N:10]=[CH:9][N:8]=[C:7]2[C:3]=1[N:4]=[CH:5][N:6]2[C@H:11]1[C@@H:15]2[O:16]C(C)(C)[O:18][C@@H:14]2[C@@H:13]([CH2:21][N:22]([CH2:27][CH2:28][CH2:29][NH:30][C:31]([NH:33][C:34]2[CH:39]=[CH:38][C:37]([C:40]([CH3:43])([CH3:42])[CH3:41])=[CH:36][CH:35]=2)=[O:32])[S:23]([CH3:26])(=[O:25])=[O:24])[O:12]1. The catalyst is Cl.CO. The product is [NH2:1][C:2]1[N:10]=[CH:9][N:8]=[C:7]2[C:3]=1[N:4]=[CH:5][N:6]2[C@@H:11]1[O:12][C@H:13]([CH2:21][N:22]([CH2:27][CH2:28][CH2:29][NH:30][C:31]([NH:33][C:34]2[CH:35]=[CH:36][C:37]([C:40]([CH3:41])([CH3:42])[CH3:43])=[CH:38][CH:39]=2)=[O:32])[S:23]([CH3:26])(=[O:24])=[O:25])[C@@H:14]([OH:18])[C@H:15]1[OH:16]. The yield is 0.330. (4) The reactants are [Br:1][C:2]1[CH:7]=[CH:6][C:5]([C:8]([CH3:14])([CH3:13])[C:9]([O:11]C)=[O:10])=[CH:4][CH:3]=1.[OH-].[Li+].O1CCOCC1.Cl. The catalyst is [Cl-].[Na+].O. The yield is 0.940. The product is [Br:1][C:2]1[CH:3]=[CH:4][C:5]([C:8]([CH3:14])([CH3:13])[C:9]([OH:11])=[O:10])=[CH:6][CH:7]=1.